Dataset: Forward reaction prediction with 1.9M reactions from USPTO patents (1976-2016). Task: Predict the product of the given reaction. (1) Given the reactants S(Cl)(Cl)=O.[N:5]1[CH:10]=[CH:9][CH:8]=[CH:7][CH:6]=1.[CH2:11](N(CC)CC)[CH3:12].[CH3:18][C:19]([CH2:21][C:22]([OH:24])=[O:23])=[O:20], predict the reaction product. The product is: [CH3:18][C:19]([CH2:21][C:22]([OH:24])=[O:23])=[O:20].[CH2:11]([C:9]1[CH:8]=[CH:7][C:6]([CH2:18][CH2:19][OH:20])=[N:5][CH:10]=1)[CH3:12]. (2) Given the reactants [Cl:1][C:2]1[CH:7]=[CH:6][C:5]([Cl:8])=[CH:4][C:3]=1CC#N.[OH-:12].[Na+].Cl.[CH2:15]([OH:17])[CH3:16], predict the reaction product. The product is: [Cl:1][C:2]1[CH:7]=[CH:6][C:5]([Cl:8])=[CH:4][C:3]=1[CH2:16][C:15]([OH:12])=[O:17]. (3) The product is: [CH3:25][O:24][C:21]1[CH:20]=[C:3]2[C:2](=[CH:23][CH:22]=1)[C:35](=[O:36])[N:6]([CH:7]1[CH2:12][CH2:11][N:10]([C:13]([O:15][C:16]([CH3:19])([CH3:17])[CH3:18])=[O:14])[CH2:9][CH2:8]1)[CH2:5][CH2:4]2. Given the reactants I[C:2]1[CH:23]=[CH:22][C:21]([O:24][CH3:25])=[CH:20][C:3]=1[CH2:4][CH2:5][NH:6][CH:7]1[CH2:12][CH2:11][N:10]([C:13]([O:15][C:16]([CH3:19])([CH3:18])[CH3:17])=[O:14])[CH2:9][CH2:8]1.C(N(CC)CC)C.CN(C)[CH:35]=[O:36], predict the reaction product. (4) Given the reactants C[Si]([N-][Si](C)(C)C)(C)C.[Li+].[CH3:11][O:12][C:13]1[CH:14]=[C:15]([C:21]([C:23]2[CH:28]=[CH:27][C:26]([O:29][CH3:30])=[C:25]([N+:31]([O-:33])=[O:32])[CH:24]=2)=O)[CH:16]=[C:17]([O:19][CH3:20])[CH:18]=1.[CH2:34]1COC[CH2:35]1, predict the reaction product. The product is: [CH3:11][O:12][C:13]1[CH:14]=[C:15]([C:21]([C:23]2[CH:28]=[CH:27][C:26]([O:29][CH3:30])=[C:25]([N+:31]([O-:33])=[O:32])[CH:24]=2)=[CH:34][CH3:35])[CH:16]=[C:17]([O:19][CH3:20])[CH:18]=1. (5) Given the reactants [C:1]([C:5]1[CH:9]=[C:8]([NH:10][C:11]([NH:13][C:14]2[CH:19]=[CH:18][CH:17]=[C:16]([Cl:20])[C:15]=2[Cl:21])=[O:12])[N:7]([C:22]2[CH:27]=[CH:26][CH:25]=[C:24]([CH2:28][CH2:29][NH:30]C(=O)C(F)(F)F)[CH:23]=2)[N:6]=1)([CH3:4])([CH3:3])[CH3:2].C(=O)([O-])[O-].[K+].[K+], predict the reaction product. The product is: [NH2:30][CH2:29][CH2:28][C:24]1[CH:23]=[C:22]([N:7]2[C:8]([NH:10][C:11]([NH:13][C:14]3[CH:19]=[CH:18][CH:17]=[C:16]([Cl:20])[C:15]=3[Cl:21])=[O:12])=[CH:9][C:5]([C:1]([CH3:4])([CH3:3])[CH3:2])=[N:6]2)[CH:27]=[CH:26][CH:25]=1. (6) Given the reactants C[Si]([N-][Si](C)(C)C)(C)C.[Li+].F[C:12]1[CH:17]=[C:16]([O:18][CH3:19])[CH:15]=[CH:14][C:13]=1[C:20]1[N:29]=[CH:28][C:27]2[C:22](=[CH:23][C:24]([O:32][CH3:33])=[CH:25][C:26]=2[O:30][CH3:31])[N:21]=1.[CH:34]([N:37]1[CH2:41][CH2:40][CH2:39][CH:38]1[CH2:42][NH2:43])([CH3:36])[CH3:35].C1C[O:47]CC1, predict the reaction product. The product is: [CH:34]([N:37]1[CH2:41][CH2:40][CH2:39][CH:38]1[CH2:42][NH:43][C:12]1[CH:17]=[C:16]([O:18][CH3:19])[CH:15]=[CH:14][C:13]=1[C:20]1[NH:29][C:28](=[O:47])[C:27]2[C:22](=[CH:23][C:24]([O:32][CH3:33])=[CH:25][C:26]=2[O:30][CH3:31])[N:21]=1)([CH3:36])[CH3:35]. (7) Given the reactants C[O:2][C:3]1[CH:4]=[C:5]2[C:10](=[CH:11][CH:12]=1)[CH:9]=[C:8]([C:13]1[CH:18]3[CH2:19][CH2:20][N:15]([CH2:16][CH2:17]3)[CH:14]=1)[CH:7]=[CH:6]2.N.[Cl:22]CCl, predict the reaction product. The product is: [ClH:22].[N:15]12[CH2:16][CH2:17][CH:18]([CH2:19][CH2:20]1)[C:13]([C:8]1[CH:9]=[C:10]3[C:5](=[CH:6][CH:7]=1)[CH:4]=[C:3]([OH:2])[CH:12]=[CH:11]3)=[CH:14]2.